This data is from Full USPTO retrosynthesis dataset with 1.9M reactions from patents (1976-2016). The task is: Predict the reactants needed to synthesize the given product. (1) Given the product [O:43]=[C:36]([C:33]1[CH:34]=[CH:35][C:30]([O:23][C:24]2[CH:29]=[CH:28][CH:27]=[CH:26][CH:25]=2)=[CH:31][CH:32]=1)[CH:37]([CH2:13][C:9]1[CH:10]=[CH:11][CH:12]=[C:7]([O:6][C:2]([F:14])([F:1])[CH:3]([F:4])[F:5])[CH:8]=1)[C:38]([O:40][CH2:41][CH3:42])=[O:39], predict the reactants needed to synthesize it. The reactants are: [F:1][C:2]([F:14])([O:6][C:7]1[CH:8]=[C:9]([CH3:13])[CH:10]=[CH:11][CH:12]=1)[CH:3]([F:5])[F:4].BrN1C(=O)CCC1=O.[O:23]([C:30]1[CH:35]=[CH:34][C:33]([C:36](=[O:43])[CH2:37][C:38]([O:40][CH2:41][CH3:42])=[O:39])=[CH:32][CH:31]=1)[C:24]1[CH:29]=[CH:28][CH:27]=[CH:26][CH:25]=1.[H-].[Na+].FC(F)(OC1C=C(CBr)C=CC=1)C(F)F. (2) Given the product [CH2:1]([O:3][C:4]([CH:6]1[CH2:11][N:10]([CH3:19])[C:9]2[CH:12]=[C:13]([Cl:18])[C:14]([O:16][CH3:17])=[CH:15][C:8]=2[O:7]1)=[O:5])[CH3:2], predict the reactants needed to synthesize it. The reactants are: [CH2:1]([O:3][C:4]([CH:6]1[CH2:11][NH:10][C:9]2[CH:12]=[C:13]([Cl:18])[C:14]([O:16][CH3:17])=[CH:15][C:8]=2[O:7]1)=[O:5])[CH3:2].[C:19]([O-])([O-])=O.[K+].[K+].CI. (3) Given the product [Br:25][C:26]1[CH:27]=[C:28]([N:32]([C:37]2[C:55]([CH:56]3[CH2:58][CH2:57]3)=[CH:54][C:40]3[C:41]([C:51]([NH:2][CH3:1])=[O:52])=[C:42]([C:44]4[CH:49]=[CH:48][C:47]([F:50])=[CH:46][CH:45]=4)[O:43][C:39]=3[CH:38]=2)[S:33]([CH3:36])(=[O:35])=[O:34])[CH:29]=[CH:30][CH:31]=1, predict the reactants needed to synthesize it. The reactants are: [CH3:1][N:2](C(ON1N=NC2C=CC=NC1=2)=[N+](C)C)C.F[P-](F)(F)(F)(F)F.[Br:25][C:26]1[CH:27]=[C:28]([N:32]([C:37]2[C:55]([CH:56]3[CH2:58][CH2:57]3)=[CH:54][C:40]3[C:41]([C:51](O)=[O:52])=[C:42]([C:44]4[CH:49]=[CH:48][C:47]([F:50])=[CH:46][CH:45]=4)[O:43][C:39]=3[CH:38]=2)[S:33]([CH3:36])(=[O:35])=[O:34])[CH:29]=[CH:30][CH:31]=1.Cl.CN.CCN(C(C)C)C(C)C. (4) Given the product [CH3:1][O:2][C:3]1[CH:4]=[C:5]([CH:6]=[CH:13][C:14]([OH:16])=[O:15])[CH:8]=[CH:9][C:10]=1[F:11], predict the reactants needed to synthesize it. The reactants are: [CH3:1][O:2][C:3]1[CH:4]=[C:5]([CH:8]=[CH:9][C:10]=1[F:11])[CH:6]=O.C(O)(=O)[CH2:13][C:14]([OH:16])=[O:15].N1CCCCC1. (5) Given the product [C:17]([O:16][C:14]([C:12]1[S:13][C:9]([C@H:8]([NH:7][S@:5]([C:1]([CH3:4])([CH3:3])[CH3:2])=[O:6])[CH3:21])=[CH:10][CH:11]=1)=[O:15])([CH3:20])([CH3:19])[CH3:18], predict the reactants needed to synthesize it. The reactants are: [C:1]([S@@:5](/[N:7]=[CH:8]/[C:9]1[S:13][C:12]([C:14]([O:16][C:17]([CH3:20])([CH3:19])[CH3:18])=[O:15])=[CH:11][CH:10]=1)=[O:6])([CH3:4])([CH3:3])[CH3:2].[CH3:21][Mg]Br.[NH4+].[Cl-]. (6) The reactants are: [Cl:1][CH2:2]/[CH:3]=[CH:4]\[CH2:5][N:6]1[C:10]2[CH:11]=[CH:12][CH:13]=[CH:14][C:9]=2[N:8]([C:15]2[CH:20]=[CH:19][C:18]([CH3:21])=[CH:17][C:16]=2[F:22])[S:7]1(=[O:24])=[O:23].[CH2:25]([NH2:27])[CH3:26]. Given the product [ClH:1].[CH2:25]([NH:27][CH2:2]/[CH:3]=[CH:4]\[CH2:5][N:6]1[C:10]2[CH:11]=[CH:12][CH:13]=[CH:14][C:9]=2[N:8]([C:15]2[CH:20]=[CH:19][C:18]([CH3:21])=[CH:17][C:16]=2[F:22])[S:7]1(=[O:24])=[O:23])[CH3:26], predict the reactants needed to synthesize it.